The task is: Predict which catalyst facilitates the given reaction.. This data is from Catalyst prediction with 721,799 reactions and 888 catalyst types from USPTO. (1) Reactant: [Br:1][C:2]1[CH:3]=[C:4]([C:13](=O)/[CH:14]=[C:15](\[C:20]2[CH:25]=[C:24]([Cl:26])[CH:23]=[C:22]([Cl:27])[CH:21]=2)/[C:16]([F:19])([F:18])[F:17])[CH:5]=[CH:6][C:7]=1[S:8][C:9]([CH3:12])([CH3:11])[CH3:10].C([N+](CCCC)(CCCC)CCCC)CCC.[NH2:46][OH:47].[OH-].[Na+]. Product: [Br:1][C:2]1[CH:3]=[C:4]([C:13]2[CH2:14][C:15]([C:20]3[CH:25]=[C:24]([Cl:26])[CH:23]=[C:22]([Cl:27])[CH:21]=3)([C:16]([F:19])([F:18])[F:17])[O:47][N:46]=2)[CH:5]=[CH:6][C:7]=1[S:8][C:9]([CH3:12])([CH3:11])[CH3:10]. The catalyst class is: 325. (2) Reactant: Cl[C:2]1[N:7]2[N:8]=[C:9]([CH:11]3C[CH2:12]3)[CH:10]=[C:6]2[CH:5]=[C:4]([NH:14][C:15](=[O:26])[C:16]2[CH:21]=[CH:20][C:19]([C:22]([OH:25])([CH3:24])[CH3:23])=[CH:18][CH:17]=2)[N:3]=1.[C:27]([N:30]1[CH2:36][CH2:35][CH2:34][NH:33][CH2:32][CH2:31]1)(=[O:29])[CH3:28]. Product: [C:27]([N:30]1[CH2:36][CH2:35][CH2:34][N:33]([C:6]2[N:7]3[N:8]=[C:9]([CH2:11][CH3:12])[CH:10]=[C:2]3[N:3]=[C:4]([NH:14][C:15](=[O:26])[C:16]3[CH:21]=[CH:20][C:19]([C:22]([OH:25])([CH3:24])[CH3:23])=[CH:18][CH:17]=3)[CH:5]=2)[CH2:32][CH2:31]1)(=[O:29])[CH3:28]. The catalyst class is: 37. (3) Reactant: [Cl:1][C:2]1[CH:21]=[CH:20][C:5]([NH:6][C:7]2[C:16]3[C:11](=[CH:12][C:13]([OH:19])=[C:14]([O:17][CH3:18])[CH:15]=3)[N:10]=[CH:9][N:8]=2)=[C:4]([F:22])[CH:3]=1.[C:23]([NH:26][C:27]1[S:28][CH:29]=[C:30]([CH2:32]Cl)[N:31]=1)(=[O:25])[CH3:24].C(=O)([O-])[O-].[K+].[K+]. Product: [ClH:1].[C:23]([NH:26][C:27]1[S:28][CH:29]=[C:30]([CH2:32][O:19][C:13]2[CH:12]=[C:11]3[C:16]([C:7]([NH:6][C:5]4[CH:20]=[CH:21][C:2]([Cl:1])=[CH:3][C:4]=4[F:22])=[N:8][CH:9]=[N:10]3)=[CH:15][C:14]=2[O:17][CH3:18])[N:31]=1)(=[O:25])[CH3:24]. The catalyst class is: 3.